From a dataset of Catalyst prediction with 721,799 reactions and 888 catalyst types from USPTO. Predict which catalyst facilitates the given reaction. (1) Reactant: [Cl:1][C:2]1[CH:32]=[CH:31][C:5]([CH2:6][CH2:7][NH:8][C:9]([C:11]2[CH:30]=[CH:29][C:14]([O:15][C:16]3[CH:21]=[CH:20][C:19]([CH2:22][C:23]([O:25][CH2:26][CH3:27])=[O:24])=[CH:18][C:17]=3Br)=[CH:13][CH:12]=2)=[O:10])=[CH:4][CH:3]=1.[CH2:33]([Zn]CC)[CH3:34]. Product: [Cl:1][C:2]1[CH:32]=[CH:31][C:5]([CH2:6][CH2:7][NH:8][C:9]([C:11]2[CH:30]=[CH:29][C:14]([O:15][C:16]3[CH:21]=[CH:20][C:19]([CH2:22][C:23]([O:25][CH2:26][CH3:27])=[O:24])=[CH:18][C:17]=3[CH2:33][CH3:34])=[CH:13][CH:12]=2)=[O:10])=[CH:4][CH:3]=1. The catalyst class is: 450. (2) Reactant: [C:1]([O:5][C:6]([NH:8][C:9]1[S:10][C:11]([S:14][CH2:15][CH2:16][C:17]([O:19]C)=[O:18])=[CH:12][N:13]=1)=[O:7])([CH3:4])([CH3:3])[CH3:2].[Li+].[OH-]. Product: [C:1]([O:5][C:6]([NH:8][C:9]1[S:10][C:11]([S:14][CH2:15][CH2:16][C:17]([OH:19])=[O:18])=[CH:12][N:13]=1)=[O:7])([CH3:4])([CH3:2])[CH3:3]. The catalyst class is: 20. (3) The catalyst class is: 1. Reactant: [C:1]1([CH2:7][NH:8][CH2:9][C@H:10]2[CH2:15][O:14][CH2:13][CH2:12][N:11]2[CH2:16][C:17]2[CH:22]=[CH:21][CH:20]=[CH:19][CH:18]=2)[CH:6]=[CH:5][CH:4]=[CH:3][CH:2]=1.C(N(CC)C(C)C)(C)C.Cl[C:33](=[O:39])[C:34]([O:36][CH2:37][CH3:38])=[O:35]. Product: [O:39]=[C:33]([N:8]([CH2:7][C:1]1[CH:2]=[CH:3][CH:4]=[CH:5][CH:6]=1)[CH2:9][C@H:10]1[CH2:15][O:14][CH2:13][CH2:12][N:11]1[CH2:16][C:17]1[CH:22]=[CH:21][CH:20]=[CH:19][CH:18]=1)[C:34]([O:36][CH2:37][CH3:38])=[O:35]. (4) Reactant: [Br:1][C:2]1[S:6][CH:5]=[C:4]([C@@H:7]2[CH2:9][C@H:8]2[C:10]([O:12]CC)=[O:11])[CH:3]=1.[OH-].[Na+].Cl. Product: [Br:1][C:2]1[S:6][CH:5]=[C:4]([C@@H:7]2[CH2:9][C@H:8]2[C:10]([OH:12])=[O:11])[CH:3]=1. The catalyst class is: 219. (5) Reactant: C([O:7][C:8]1[CH:12]=[C:11]([C:13]2[CH:18]=[CH:17][C:16]([O:19][CH2:20][CH2:21][C:22]3[CH:27]=[CH:26][CH:25]=[C:24]([NH:28][CH:29]([CH3:31])[CH3:30])[CH:23]=3)=[CH:15][CH:14]=2)[O:10][N:9]=1)(=O)C(C)(C)C.C(O)(=O)CC(CC(O)=O)(C(O)=O)O. Product: [CH:29]([NH:28][C:24]1[CH:23]=[C:22]([CH2:21][CH2:20][O:19][C:16]2[CH:17]=[CH:18][C:13]([C:11]3[O:10][N:9]=[C:8]([OH:7])[CH:12]=3)=[CH:14][CH:15]=2)[CH:27]=[CH:26][CH:25]=1)([CH3:31])[CH3:30]. The catalyst class is: 273. (6) Reactant: [NH4+].[Cl-].[CH3:3][C:4]1([CH3:20])[O:8][C@H:7]([CH2:9][O:10][C:11]2[CH:16]=[CH:15][CH:14]=[C:13]([N+:17]([O-])=O)[CH:12]=2)[CH2:6][O:5]1.C(O)(C)C. Product: [CH3:3][C:4]1([CH3:20])[O:8][C@H:7]([CH2:9][O:10][C:11]2[CH:12]=[C:13]([CH:14]=[CH:15][CH:16]=2)[NH2:17])[CH2:6][O:5]1. The catalyst class is: 150. (7) Reactant: [N:1]1([CH2:6][CH2:7][NH2:8])[CH2:5][CH2:4][CH2:3][CH2:2]1.Cl[C:10]1[N:11]=[N+:12]([O-:20])[C:13]2[CH:19]=[CH:18][CH:17]=[CH:16][C:14]=2[N:15]=1. Product: [N:1]1([CH2:6][CH2:7][NH:8][C:10]2[N:11]=[N+:12]([O-:20])[C:13]3[CH:19]=[CH:18][CH:17]=[CH:16][C:14]=3[N:15]=2)[CH2:5][CH2:4][CH2:3][CH2:2]1. The catalyst class is: 57.